This data is from Catalyst prediction with 721,799 reactions and 888 catalyst types from USPTO. The task is: Predict which catalyst facilitates the given reaction. (1) Reactant: [CH:1]([O:4][C:5]([C:7]1[N:8]=[C:9]([C:38]([F:41])([F:40])[F:39])[N:10]2[CH2:15][CH2:14][N:13]([C:16](=[O:37])[CH2:17][C@H:18]([NH:29]C(OC(C)(C)C)=O)[CH2:19][C:20]3[CH:25]=[C:24]([F:26])[C:23]([F:27])=[CH:22][C:21]=3[F:28])[CH2:12][C:11]=12)=[O:6])([CH3:3])[CH3:2].[ClH:42]. Product: [ClH:42].[CH:1]([O:4][C:5]([C:7]1[N:8]=[C:9]([C:38]([F:40])([F:39])[F:41])[N:10]2[CH2:15][CH2:14][N:13]([C:16](=[O:37])[CH2:17][C@H:18]([NH2:29])[CH2:19][C:20]3[CH:25]=[C:24]([F:26])[C:23]([F:27])=[CH:22][C:21]=3[F:28])[CH2:12][C:11]=12)=[O:6])([CH3:3])[CH3:2]. The catalyst class is: 13. (2) Reactant: CO.C[O-].[Na+].[O:6]1CCC[CH2:7]1.[Cl:11][C:12]1[N:13]=[N:14][C:15](Cl)=[CH:16][CH:17]=1. Product: [CH3:7][O:6][C:15]1[N:14]=[N:13][C:12]([Cl:11])=[CH:17][CH:16]=1. The catalyst class is: 6. (3) Reactant: [NH2:1][C:2]1[S:3][C:4]2[N:5]=[C:6]([N:11]([CH3:31])[C:12]3[CH:13]=[C:14]([NH:18][C:19](=[O:30])[C:20]4[CH:25]=[CH:24][CH:23]=[C:22]([C:26]([F:29])([F:28])[F:27])[CH:21]=4)[CH:15]=[CH:16][CH:17]=3)[N:7]=[CH:8][C:9]=2[N:10]=1.[CH:32]1([C:35](Cl)=[O:36])CC1.CO.[OH-].[Na+]. Product: [C:35]([NH:1][C:2]1[S:3][C:4]2[N:5]=[C:6]([N:11]([CH3:31])[C:12]3[CH:13]=[C:14]([NH:18][C:19](=[O:30])[C:20]4[CH:25]=[CH:24][CH:23]=[C:22]([C:26]([F:28])([F:29])[F:27])[CH:21]=4)[CH:15]=[CH:16][CH:17]=3)[N:7]=[CH:8][C:9]=2[N:10]=1)(=[O:36])[CH3:32]. The catalyst class is: 537.